From a dataset of Forward reaction prediction with 1.9M reactions from USPTO patents (1976-2016). Predict the product of the given reaction. (1) Given the reactants [CH3:1][O:2][C:3]1[CH:4]=[C:5]2[C:10](=[CH:11][C:12]=1[O:13][CH3:14])[N:9]=[CH:8][N:7]=[C:6]2[S:15][C:16]1[CH:17]=[C:18]([CH:20]=[CH:21][CH:22]=1)[NH2:19].[C:23]([C:25]([C:28]1[CH:32]=[C:31]([NH:33][C:34](=O)[O:35]C2C=CC=CC=2)[N:30]([C:43]2[CH:48]=[CH:47][CH:46]=[CH:45][CH:44]=2)[N:29]=1)([CH3:27])[CH3:26])#[N:24], predict the reaction product. The product is: [C:23]([C:25]([C:28]1[CH:32]=[C:31]([NH:33][C:34]([NH:19][C:18]2[CH:20]=[CH:21][CH:22]=[C:16]([S:15][C:6]3[C:5]4[C:10](=[CH:11][C:12]([O:13][CH3:14])=[C:3]([O:2][CH3:1])[CH:4]=4)[N:9]=[CH:8][N:7]=3)[CH:17]=2)=[O:35])[N:30]([C:43]2[CH:48]=[CH:47][CH:46]=[CH:45][CH:44]=2)[N:29]=1)([CH3:27])[CH3:26])#[N:24]. (2) Given the reactants [CH2:1](C1C=C2C(COC2=O)=CC=1)[CH3:2].Br[C:14]1[C:15]([O:33][CH3:34])=[C:16]([C:22]([CH2:25][S:26][C:27]2[CH:32]=[CH:31][CH:30]=[CH:29][CH:28]=2)=[CH:23][CH:24]=1)[C:17]([O:19][CH2:20][CH3:21])=[O:18].C(B(CC)CC)C, predict the reaction product. The product is: [C:27]1([S:26][CH2:25][C:22]2[C:16]([C:17]([O:19][CH2:20][CH3:21])=[O:18])=[C:15]([O:33][CH3:34])[C:14]([CH2:1][CH3:2])=[CH:24][CH:23]=2)[CH:32]=[CH:31][CH:30]=[CH:29][CH:28]=1. (3) The product is: [Br:2][C:3]1[CH:4]=[C:5]2[C:10](=[CH:11][CH:12]=1)[N:9]=[C:8]([C:13](=[O:15])[CH3:14])[CH:7]=[CH:6]2. Given the reactants Cl.[Br:2][C:3]1[CH:4]=[C:5]2[C:10](=[CH:11][CH:12]=1)[N:9]=[C:8]([C:13]([O:15]CC)=[CH2:14])[CH:7]=[CH:6]2, predict the reaction product. (4) Given the reactants [H-].[Na+].[F:3][C:4]1[CH:19]=[CH:18][C:7]2[C:8]([C:11]3[CH:12]=[C:13](O)[CH:14]=[CH:15][CH:16]=3)=[N:9][O:10][C:6]=2[CH:5]=1.CC1C=CC(S([O:30][CH2:31][C@@H:32]2[O:34][CH2:33]2)(=O)=O)=CC=1.O, predict the reaction product. The product is: [F:3][C:4]1[CH:19]=[CH:18][C:7]2[C:8]([C:11]3[CH:12]=[CH:13][C:14]([O:30][CH2:31][C@H:32]4[CH2:33][O:34]4)=[CH:15][CH:16]=3)=[N:9][O:10][C:6]=2[CH:5]=1. (5) Given the reactants [CH2:1]([O:3][C:4]([C:6]1[CH2:11][C@H:10]([NH:12][CH2:13][CH:14]=[CH2:15])[C@@H:9]([NH2:16])[C@H:8]([O:17][CH:18]([CH2:21][CH3:22])[CH2:19][CH3:20])[CH:7]=1)=[O:5])[CH3:2].[C:23](O)(=[O:25])[CH3:24].CS(O)(=O)=O.C(OC(=O)C)(=O)C, predict the reaction product. The product is: [CH2:1]([O:3][C:4]([C:6]1[CH2:11][C@H:10]([NH:12][CH2:13][CH:14]=[CH2:15])[C@@H:9]([NH:16][C:23](=[O:25])[CH3:24])[C@H:8]([O:17][CH:18]([CH2:21][CH3:22])[CH2:19][CH3:20])[CH:7]=1)=[O:5])[CH3:2].